From a dataset of NCI-60 drug combinations with 297,098 pairs across 59 cell lines. Regression. Given two drug SMILES strings and cell line genomic features, predict the synergy score measuring deviation from expected non-interaction effect. (1) Drug 1: CCC(=C(C1=CC=CC=C1)C2=CC=C(C=C2)OCCN(C)C)C3=CC=CC=C3.C(C(=O)O)C(CC(=O)O)(C(=O)O)O. Drug 2: CC1C(C(CC(O1)OC2CC(CC3=C2C(=C4C(=C3O)C(=O)C5=C(C4=O)C(=CC=C5)OC)O)(C(=O)CO)O)N)O.Cl. Cell line: MDA-MB-231. Synergy scores: CSS=33.2, Synergy_ZIP=-2.55, Synergy_Bliss=-0.376, Synergy_Loewe=-22.7, Synergy_HSA=0.854. (2) Drug 1: CC1=CC=C(C=C1)C2=CC(=NN2C3=CC=C(C=C3)S(=O)(=O)N)C(F)(F)F. Drug 2: CNC(=O)C1=NC=CC(=C1)OC2=CC=C(C=C2)NC(=O)NC3=CC(=C(C=C3)Cl)C(F)(F)F. Cell line: SF-268. Synergy scores: CSS=-4.54, Synergy_ZIP=2.32, Synergy_Bliss=-0.516, Synergy_Loewe=-1.35, Synergy_HSA=-3.96.